From a dataset of Full USPTO retrosynthesis dataset with 1.9M reactions from patents (1976-2016). Predict the reactants needed to synthesize the given product. (1) Given the product [F:34][C:31]1[CH:32]=[CH:33][C:28]([N:25]2[CH2:26][CH2:27][N:22]([CH:20]([C:18]3[N:19]=[C:15]4[N:16]([C:7]([NH2:6])=[N:8][C:9]5[C:10]([O:36][CH3:37])=[CH:11][CH:12]=[CH:13][C:14]=54)[N:17]=3)[CH3:21])[C@H:23]([CH3:35])[CH2:24]2)=[CH:29][CH:30]=1, predict the reactants needed to synthesize it. The reactants are: COC1C=C(OC)C=CC=1C[NH:6][C:7]1[N:16]2[N:17]=[C:18]([CH:20]([N:22]3[CH2:27][CH2:26][N:25]([C:28]4[CH:33]=[CH:32][C:31]([F:34])=[CH:30][CH:29]=4)[CH2:24][C@H:23]3[CH3:35])[CH3:21])[N:19]=[C:15]2[C:14]2[CH:13]=[CH:12][CH:11]=[C:10]([O:36][CH3:37])[C:9]=2[N:8]=1.FC(F)(F)C(O)=O. (2) Given the product [CH3:5][C:2]1([NH:27][C:30]([O:36][C:32]([CH3:35])([CH3:34])[CH3:33])=[O:15])[CH2:3][CH2:4]1, predict the reactants needed to synthesize it. The reactants are: C[C:2]1([C:5](O)=O)[CH2:4][CH2:3]1.C1(P(N=[N+]=[N-])(C2C=CC=CC=2)=[O:15])C=CC=CC=1.C([N:27]([CH2:30]C)CC)C.[C:32]([OH:36])([CH3:35])([CH3:34])[CH3:33].